This data is from Full USPTO retrosynthesis dataset with 1.9M reactions from patents (1976-2016). The task is: Predict the reactants needed to synthesize the given product. (1) Given the product [Cl:1][C:2]1[CH:7]=[CH:6][CH:5]=[CH:4][C:3]=1[C:8]1[N:9]=[N:10][N:11]([CH3:27])[C:12]=1[C:13]1[N:14]=[CH:15][N:16]([C:18]2[CH:26]=[CH:25][C:21]([C:22]([NH2:30])=[O:23])=[CH:20][N:19]=2)[CH:17]=1, predict the reactants needed to synthesize it. The reactants are: [Cl:1][C:2]1[CH:7]=[CH:6][CH:5]=[CH:4][C:3]=1[C:8]1[N:9]=[N:10][N:11]([CH3:27])[C:12]=1[C:13]1[N:14]=[CH:15][N:16]([C:18]2[CH:26]=[CH:25][C:21]([C:22](O)=[O:23])=[CH:20][N:19]=2)[CH:17]=1.C1N=C[N:30](C(N2C=NC=C2)=O)C=1.[OH-].[NH4+]. (2) Given the product [CH:28]1([C:25]([C:16]2[CH:17]=[CH:18][C:19]([C:21]([F:24])([F:23])[F:22])=[CH:20][C:15]=2[CH2:14][N:7]([CH2:6][C:5]2[CH:4]=[C:3]([C:2]([F:1])([F:39])[F:40])[CH:34]=[C:33]([C:35]([F:36])([F:37])[F:38])[CH:32]=2)[C:8]2[N:9]=[N:10][N:11]([CH3:13])[N:12]=2)([O:27][CH3:44])[CH3:26])[CH2:31][CH2:30][CH2:29]1, predict the reactants needed to synthesize it. The reactants are: [F:1][C:2]([F:40])([F:39])[C:3]1[CH:4]=[C:5]([CH:32]=[C:33]([C:35]([F:38])([F:37])[F:36])[CH:34]=1)[CH2:6][N:7]([CH2:14][C:15]1[CH:20]=[C:19]([C:21]([F:24])([F:23])[F:22])[CH:18]=[CH:17][C:16]=1[C:25]([CH:28]1[CH2:31][CH2:30][CH2:29]1)([OH:27])[CH3:26])[C:8]1[N:9]=[N:10][N:11]([CH3:13])[N:12]=1.[H-].[Na+].I[CH3:44].